From a dataset of Catalyst prediction with 721,799 reactions and 888 catalyst types from USPTO. Predict which catalyst facilitates the given reaction. (1) Reactant: C([O:3][C:4]([C:6]1([CH2:21][C:22]2[C:27]([Cl:28])=[CH:26][C:25]([O:29][CH2:30][C:31]3[CH:36]=[CH:35][CH:34]=[CH:33][CH:32]=3)=[CH:24][C:23]=2[Cl:37])[CH2:10][CH2:9][N:8]([CH:11]2[CH2:19][CH2:18][C:14]3[N:15]=[CH:16][NH:17][C:13]=3[CH2:12]2)[C:7]1=[O:20])=[O:5])C.[OH-].[Na+]. Product: [CH2:30]([O:29][C:25]1[CH:26]=[C:27]([Cl:28])[C:22]([CH2:21][C:6]2([C:4]([OH:5])=[O:3])[CH2:10][CH2:9][N:8]([CH:11]3[CH2:19][CH2:18][C:14]4[N:15]=[CH:16][NH:17][C:13]=4[CH2:12]3)[C:7]2=[O:20])=[C:23]([Cl:37])[CH:24]=1)[C:31]1[CH:32]=[CH:33][CH:34]=[CH:35][CH:36]=1. The catalyst class is: 5. (2) Reactant: C(OC([N:8]1[C:16]2C(=CC=C(Cl)C=2)/[C:10](=[CH:18]/[C:19]2[CH:24]=[CH:23][CH:22]=[C:21]([Cl:25])[CH:20]=2)/[C:9]1=[O:26])=O)(C)(C)C.ClC1C(C)=CC(OC2CCOCC2)=C(C=[N:35]C(O[Si](C)(C)C)=C)C=1.F[C:52](F)(F)[C:53]([OH:55])=O.[C:58]1(C)[CH:63]=[CH:62][CH:61]=[CH:60][CH:59]=1. Product: [Cl:25][C:21]1[CH:20]=[C:19]([CH:18]2[CH2:10][C:9](=[O:26])[NH:8][CH2:16][C:52]32[C:63]2[C:58](=[CH:59][CH:60]=[CH:61][CH:62]=2)[NH:35][C:53]3=[O:55])[CH:24]=[CH:23][CH:22]=1. The catalyst class is: 4. (3) Reactant: [CH3:1][C:2]([C:4]1[CH:9]=[CH:8][C:7]([O:10][CH3:11])=[CH:6][CH:5]=1)=O.[H-].[Na+].[C:14]([O:21][CH2:22][CH3:23])(=[O:20])[C:15](OCC)=O.Cl.[NH:25]([C:27]1[CH:28]=[CH:29][C:30]([O:33][CH3:34])=[N:31][CH:32]=1)[NH2:26]. Product: [CH2:22]([O:21][C:14]([C:15]1[CH:1]=[C:2]([C:4]2[CH:9]=[CH:8][C:7]([O:10][CH3:11])=[CH:6][CH:5]=2)[N:25]([C:27]2[CH:32]=[N:31][C:30]([O:33][CH3:34])=[CH:29][CH:28]=2)[N:26]=1)=[O:20])[CH3:23]. The catalyst class is: 9. (4) Reactant: [C:1]([C:4]1[C:9]([NH:10][C:11]([C:13]2[S:14][CH:15]=[C:16]([CH:18]([CH3:20])[CH3:19])[N:17]=2)=O)=[C:8]([CH3:21])[C:7]([O:22][CH3:23])=[CH:6][CH:5]=1)(=[O:3])[NH2:2].C(=O)([O-])[O-].[Na+].[Na+].C(O)(=O)CC(CC(O)=O)(C(O)=O)O. Product: [CH:18]([C:16]1[N:17]=[C:13]([C:11]2[N:2]=[C:1]([OH:3])[C:4]3[C:9](=[C:8]([CH3:21])[C:7]([O:22][CH3:23])=[CH:6][CH:5]=3)[N:10]=2)[S:14][CH:15]=1)([CH3:20])[CH3:19]. The catalyst class is: 88. (5) Reactant: [C:9](O[C:9]([O:11][C:12]([CH3:15])([CH3:14])[CH3:13])=[O:10])([O:11][C:12]([CH3:15])([CH3:14])[CH3:13])=[O:10].[NH2:16][C:17]1[N:22]=[C:21]([C:23]2[CH:24]=[CH:25][C:26]3[N:27]([CH:29]=[C:30]([C:32]([O:34][CH2:35][CH3:36])=[O:33])[N:31]=3)[CH:28]=2)[CH:20]=[CH:19][CH:18]=1. Product: [CH3:13][C:12]([CH3:15])([O:11][C:9]([N:16]([C:9]([O:11][C:12]([CH3:13])([CH3:14])[CH3:15])=[O:10])[C:17]1[N:22]=[C:21]([C:23]2[CH:24]=[CH:25][C:26]3[N:27]([CH:29]=[C:30]([C:32]([O:34][CH2:35][CH3:36])=[O:33])[N:31]=3)[CH:28]=2)[CH:20]=[CH:19][CH:18]=1)=[O:10])[CH3:14]. The catalyst class is: 594. (6) Reactant: N12CCCN=C1CCCCC2.[Br:12][C:13]1[CH:14]=[C:15]([C@H:20]2[C@H:24]([C:25]([O:27][C@@H:28]3[CH2:33][C@H:32]([CH3:34])[CH2:31][CH2:30][C@H:29]3[CH:35]([CH3:37])[CH3:36])=[O:26])[C@@:23]([C:42]3[CH:47]=[C:46]([Cl:48])[C:45]([Cl:49])=[C:44]([Cl:50])[CH:43]=3)([C:38]([F:41])([F:40])[F:39])[CH:22]=[N:21]2)[CH:16]=[CH:17][C:18]=1[F:19].BrC1C=C([C@@H]2[C@@H](C(O[C@@H]3C[C@H](C)CC[C@H]3C(C)C)=O)[C@](C3C=C(Cl)C(Cl)=C(Cl)C=3)(C(F)(F)F)C=N2)C=CC=1F. Product: [Br:12][C:13]1[CH:14]=[C:15]([C:20]2[C@H:24]([C:25]([O:27][C@@H:28]3[CH2:33][C@H:32]([CH3:34])[CH2:31][CH2:30][C@H:29]3[CH:35]([CH3:37])[CH3:36])=[O:26])[C@@:23]([C:42]3[CH:43]=[C:44]([Cl:50])[C:45]([Cl:49])=[C:46]([Cl:48])[CH:47]=3)([C:38]([F:41])([F:39])[F:40])[CH2:22][N:21]=2)[CH:16]=[CH:17][C:18]=1[F:19]. The catalyst class is: 1. (7) Reactant: [Br:1][C:2]1[C:11]2[C:6](=[C:7]([C:14]#[N:15])[CH:8]=[C:9]([O:12]C)[CH:10]=2)[C:5](=[O:16])[N:4]([C:17]2[CH:22]=[CH:21][C:20]([O:23]C)=[CH:19][CH:18]=2)[CH:3]=1.B(Br)(Br)Br. Product: [Br:1][C:2]1[C:11]2[C:6](=[C:7]([C:14]#[N:15])[CH:8]=[C:9]([OH:12])[CH:10]=2)[C:5](=[O:16])[N:4]([C:17]2[CH:22]=[CH:21][C:20]([OH:23])=[CH:19][CH:18]=2)[CH:3]=1. The catalyst class is: 6. (8) Reactant: [C:1]([C:3]1[CH:4]=[CH:5][C:6]([NH:25][C:26]2[CH:31]=[C:30]([Cl:32])[CH:29]=[C:28]([Cl:33])[CH:27]=2)=[C:7]([S:9]([N:12]2[CH2:17][CH2:16][N:15](C(OC(C)(C)C)=O)[CH2:14][CH2:13]2)(=[O:11])=[O:10])[CH:8]=1)#[N:2].Cl. Product: [ClH:32].[Cl:32][C:30]1[CH:31]=[C:26]([NH:25][C:6]2[CH:5]=[CH:4][C:3]([C:1]#[N:2])=[CH:8][C:7]=2[S:9]([N:12]2[CH2:13][CH2:14][NH:15][CH2:16][CH2:17]2)(=[O:11])=[O:10])[CH:27]=[C:28]([Cl:33])[CH:29]=1. The catalyst class is: 12. (9) The catalyst class is: 2. Reactant: C([SiH2][O:6][C:7](C)(C)[C:8]1[N:9]=[C:10]([NH:13][C:14]([C:16]2[C:21]([NH:22][C:23]3[CH:24]=[N:25][CH:26]=[N:27][CH:28]=3)=[CH:20][CH:19]=[C:18]([CH3:29])[N:17]=2)=[O:15])[S:11][CH:12]=1)(C)(C)C.FC(F)(F)C(O)=O.C(=O)([O-])[O-].[Na+].[Na+]. Product: [OH:6][CH2:7][C:8]1[N:9]=[C:10]([NH:13][C:14]([C:16]2[C:21]([NH:22][C:23]3[CH:24]=[N:25][CH:26]=[N:27][CH:28]=3)=[CH:20][CH:19]=[C:18]([CH3:29])[N:17]=2)=[O:15])[S:11][CH:12]=1.